From a dataset of Forward reaction prediction with 1.9M reactions from USPTO patents (1976-2016). Predict the product of the given reaction. (1) Given the reactants Cl.[NH2:2][C:3]1[C:10]([N+:11]([O-])=O)=[CH:9][C:6]([C:7]#[N:8])=[CH:5][C:4]=1[O:14][CH3:15].[Sn](Cl)Cl, predict the reaction product. The product is: [NH2:11][C:10]1[CH:9]=[C:6]([CH:5]=[C:4]([O:14][CH3:15])[C:3]=1[NH2:2])[C:7]#[N:8]. (2) Given the reactants [NH2:1][CH:2]1[C:8](=[O:9])[NH:7][C:6]2[CH:10]=[CH:11][CH:12]=[CH:13][C:5]=2[NH:4][C:3]1=[O:14].C(N(CC)CC)C.[C:22](Cl)(=[O:26])[CH:23]([CH3:25])[CH3:24].O, predict the reaction product. The product is: [O:9]=[C:8]1[NH:7][C:6]2[CH:10]=[CH:11][CH:12]=[CH:13][C:5]=2[NH:4][C:3](=[O:14])[CH:2]1[NH:1][C:22](=[O:26])[CH:23]([CH3:25])[CH3:24].